This data is from Reaction yield outcomes from USPTO patents with 853,638 reactions. The task is: Predict the reaction yield, written as a fraction of the theoretical maximum amount of product (1.0 means a 100% yield; for example, 0.34 means a 34% yield). (1) The reactants are [CH3:1][N:2]1[CH2:7][CH2:6][O:5][CH:4]([CH2:8][OH:9])[CH2:3]1.CCN(C(C)C)C(C)C.[Cl:19][C:20](OC1C=CC([N+]([O-])=O)=CC=1)=[O:21].[F:32][C:33]1[CH:45]=[CH:44][C:36]([CH2:37][N:38]2[CH2:43][CH2:42][NH:41][CH2:40][CH2:39]2)=[CH:35][CH:34]=1.[ClH:46].CCOCC. The catalyst is C(Cl)Cl. The product is [ClH:19].[ClH:46].[F:32][C:33]1[CH:45]=[CH:44][C:36]([CH2:37][N:38]2[CH2:43][CH2:42][N:41]([C:20]([O:9][CH2:8][CH:4]3[O:5][CH2:6][CH2:7][N:2]([CH3:1])[CH2:3]3)=[O:21])[CH2:40][CH2:39]2)=[CH:35][CH:34]=1. The yield is 0.440. (2) The reactants are [OH:1][C:2]1([CH3:15])[CH2:7][CH2:6][N:5]([C:8]([O:10][C:11]([CH3:14])([CH3:13])[CH3:12])=[O:9])[CH2:4][CH2:3]1.[H-].[Na+].[CH2:18](Br)[CH:19]=[CH2:20]. The catalyst is CN(C=O)C. The product is [CH2:20]([O:1][C:2]1([CH3:15])[CH2:3][CH2:4][N:5]([C:8]([O:10][C:11]([CH3:14])([CH3:13])[CH3:12])=[O:9])[CH2:6][CH2:7]1)[CH:19]=[CH2:18]. The yield is 0.610. (3) The reactants are Cl[C:2]1[CH:3]=[C:4]2[C:9](=[CH:10][N:11]=1)[N:8]=[C:7]([C:12]1[CH:17]=[CH:16][CH:15]=[CH:14][C:13]=1[Cl:18])[CH:6]=[CH:5]2.[CH:19]1([C:22]([NH2:24])=[O:23])[CH2:21][CH2:20]1.C1(P(C2C=CC=CC=2)C2C3OC4C(=CC=CC=4P(C4C=CC=CC=4)C4C=CC=CC=4)C(C)(C)C=3C=CC=2)C=CC=CC=1.C(=O)([O-])[O-].[Cs+].[Cs+]. The catalyst is O1CCOCC1.C(OCC)(=O)C.C([O-])(=O)C.[Pd+2].C([O-])(=O)C. The product is [Cl:18][C:13]1[CH:14]=[CH:15][CH:16]=[CH:17][C:12]=1[C:7]1[CH:6]=[CH:5][C:4]2[C:9](=[CH:10][N:11]=[C:2]([NH:24][C:22]([CH:19]3[CH2:21][CH2:20]3)=[O:23])[CH:3]=2)[N:8]=1. The yield is 0.200. (4) The reactants are [Cl:1][C:2]1[CH:3]=[C:4]([NH:9][C:10]([CH:12]2[CH2:17][CH2:16][N:15]([CH2:18][C@@H:19]3[CH2:24][CH2:23][CH2:22][NH:21][CH2:20]3)[CH2:14][CH2:13]2)=[O:11])[CH:5]=[CH:6][C:7]=1[Cl:8].[CH:25](=O)[C:26]1[CH:31]=[CH:30][CH:29]=[CH:28][CH:27]=1.C(O[BH-](OC(=O)C)OC(=O)C)(=O)C.[Na+]. The catalyst is ClCCl. The product is [CH2:25]([N:21]1[CH2:22][CH2:23][CH2:24][C@@H:19]([CH2:18][N:15]2[CH2:14][CH2:13][CH:12]([C:10]([NH:9][C:4]3[CH:5]=[CH:6][C:7]([Cl:8])=[C:2]([Cl:1])[CH:3]=3)=[O:11])[CH2:17][CH2:16]2)[CH2:20]1)[C:26]1[CH:31]=[CH:30][CH:29]=[CH:28][CH:27]=1. The yield is 0.150. (5) The reactants are [CH:1]12[CH2:11][CH:8]([CH:9]=[CH:10]1)[CH:7]1[CH:2]2[C:3](=[O:13])[CH:4]=[CH:5][C:6]1=[O:12].C([O-])(O)=[O:15].[Na+].OO.O. The catalyst is CC(C)=O. The product is [O:15]1[CH:4]2[CH:5]1[C:6](=[O:12])[CH:7]1[CH:2]([C:3]2=[O:13])[CH:1]2[CH2:11][CH:8]1[CH:9]=[CH:10]2. The yield is 0.984.